This data is from Catalyst prediction with 721,799 reactions and 888 catalyst types from USPTO. The task is: Predict which catalyst facilitates the given reaction. (1) Reactant: [C:1]1([N:7]2[CH:11]=[CH:10][C:9]([CH:12]=[O:13])=[N:8]2)[CH:6]=[CH:5][CH:4]=[CH:3][CH:2]=1.[CH3:14][CH2:15][Mg+].[Br-]. Product: [C:1]1([N:7]2[CH:11]=[CH:10][C:9]([CH:12]([OH:13])[CH2:14][CH3:15])=[N:8]2)[CH:6]=[CH:5][CH:4]=[CH:3][CH:2]=1. The catalyst class is: 1. (2) Reactant: [N+:1]([C:4]1[CH:12]=[C:8]([C:9]([OH:11])=O)[C:7]([NH2:13])=[CH:6][CH:5]=1)([O-:3])=[O:2].[NH2:14][C:15](N)=[O:16]. Product: [N+:1]([C:4]1[CH:12]=[C:8]2[C:7](=[CH:6][CH:5]=1)[NH:13][C:15](=[O:16])[NH:14][C:9]2=[O:11])([O-:3])=[O:2]. The catalyst class is: 6. (3) Reactant: [C:1]([C:3]1[CH:4]=[CH:5][C:6]2[N:10]=[N:9][NH:8][C:7]=2[CH:11]=1)#[N:2].[OH-].[Na+].[Cl:14][CH:15]([CH3:19])[CH2:16][CH2:17]Br. Product: [Cl:14][CH:15]([CH3:19])[CH2:16][CH2:17][N:8]1[C:7]2[CH:11]=[C:3]([C:1]#[N:2])[CH:4]=[CH:5][C:6]=2[N:10]=[N:9]1. The catalyst class is: 689.